Task: Predict which catalyst facilitates the given reaction.. Dataset: Catalyst prediction with 721,799 reactions and 888 catalyst types from USPTO (1) Reactant: [NH2:1][C:2]1[C:11]2[N:10]=[CH:9][C:8]([CH2:12][CH2:13][C:14]3[CH:19]=[CH:18][C:17]([O:20][CH3:21])=[CH:16][CH:15]=3)=[CH:7][C:6]=2[C:5]2[CH:22]=[CH:23][C:24]([C:26](OC)=[O:27])=[CH:25][C:4]=2[N:3]=1. Product: [NH2:1][C:2]1[C:11]2[N:10]=[CH:9][C:8]([CH2:12][CH2:13][C:14]3[CH:15]=[CH:16][C:17]([O:20][CH3:21])=[CH:18][CH:19]=3)=[CH:7][C:6]=2[C:5]2[CH:22]=[CH:23][C:24]([CH2:26][OH:27])=[CH:25][C:4]=2[N:3]=1. The catalyst class is: 1. (2) Reactant: C(O)(=O)C.[NH2:5][C:6]1[CH:11]=[CH:10][C:9]([Cl:12])=[CH:8][C:7]=1[C:13]1[CH:18]=[CH:17][N:16]([CH2:19][C:20]([O:22][C:23]([CH3:26])([CH3:25])[CH3:24])=[O:21])[C:15](=[O:27])[CH:14]=1.[CH:28](OC)(OC)OC.[N-:35]=[N+:36]=[N-:37].[Na+]. Product: [Cl:12][C:9]1[CH:10]=[CH:11][C:6]([N:5]2[CH:28]=[N:37][N:36]=[N:35]2)=[C:7]([C:13]2[CH:18]=[CH:17][N:16]([CH2:19][C:20]([O:22][C:23]([CH3:24])([CH3:26])[CH3:25])=[O:21])[C:15](=[O:27])[CH:14]=2)[CH:8]=1. The catalyst class is: 6. (3) Reactant: [Cl:1][C:2]1[CH:24]=[CH:23][C:5]([CH2:6][NH:7][C:8]([C:10]2[CH:19]=[CH:18][C:13]([C:14]([O:16]C)=O)=[C:12]([N:20]=[C:21]=[S:22])[CH:11]=2)=[O:9])=[CH:4][CH:3]=1.[H-].[Na+].[N:27]1[CH:32]=[C:31]([NH2:33])[CH:30]=[N:29][CH:28]=1. Product: [Cl:1][C:2]1[CH:3]=[CH:4][C:5]([CH2:6][NH:7][C:8]([C:10]2[CH:11]=[C:12]3[C:13]([C:14](=[O:16])[N:33]([C:31]4[CH:32]=[N:27][CH:28]=[N:29][CH:30]=4)[C:21](=[S:22])[NH:20]3)=[CH:18][CH:19]=2)=[O:9])=[CH:23][CH:24]=1. The catalyst class is: 16.